From a dataset of Full USPTO retrosynthesis dataset with 1.9M reactions from patents (1976-2016). Predict the reactants needed to synthesize the given product. (1) Given the product [F:30][CH:31]([CH2:37][C:38]1[CH:43]=[CH:42][C:41]([O:29][CH2:28][C:25]2[CH:24]=[CH:23][C:22]([CH2:21][N:9]([CH2:8][CH2:7][C:1]3[CH:6]=[CH:5][CH:4]=[CH:3][CH:2]=3)[C:10]3[S:11][CH:12]=[C:13]([C:15]4[CH:20]=[CH:19][CH:18]=[CH:17][CH:16]=4)[N:14]=3)=[CH:27][CH:26]=2)=[CH:40][CH:39]=1)[C:32]([O:34][CH2:35][CH3:36])=[O:33], predict the reactants needed to synthesize it. The reactants are: [C:1]1([CH2:7][CH2:8][N:9]([CH2:21][C:22]2[CH:27]=[CH:26][C:25]([CH2:28][OH:29])=[CH:24][CH:23]=2)[C:10]2[S:11][CH:12]=[C:13]([C:15]3[CH:20]=[CH:19][CH:18]=[CH:17][CH:16]=3)[N:14]=2)[CH:6]=[CH:5][CH:4]=[CH:3][CH:2]=1.[F:30][CH:31]([CH2:37][C:38]1[CH:43]=[CH:42][C:41](O)=[CH:40][CH:39]=1)[C:32]([O:34][CH2:35][CH3:36])=[O:33].C(P(CCCC)CCCC)CCC.N(C(N1CCCCC1)=O)=NC(N1CCCCC1)=O. (2) Given the product [Cl:8][C:9]1[CH:10]=[CH:11][C:12]([OH:25])=[C:13]([CH2:15][C:17]2[CH:18]=[CH:19][C:20]([CH2:23][CH3:24])=[CH:21][CH:22]=2)[CH:14]=1, predict the reactants needed to synthesize it. The reactants are: [SiH](CC)(CC)CC.[Cl:8][C:9]1[CH:10]=[CH:11][C:12]([OH:25])=[C:13]([C:15]([C:17]2[CH:22]=[CH:21][C:20]([CH2:23][CH3:24])=[CH:19][CH:18]=2)=O)[CH:14]=1.C(S(O)(=O)=O)(F)(F)F.